Dataset: Forward reaction prediction with 1.9M reactions from USPTO patents (1976-2016). Task: Predict the product of the given reaction. (1) The product is: [CH2:11]([O:8][C:9]1[N:18]([C:19]2[CH:24]=[CH:23][CH:22]=[C:21]([C:25]([F:26])([F:27])[F:28])[CH:20]=2)[C:14]([CH3:13])=[CH:15][N:16]=1)[CH3:12]. Given the reactants F[B-](F)(F)F.C([O+:8]([CH2:11][CH3:12])[CH2:9]C)C.[CH3:13][C:14]1[N:18]([C:19]2[CH:24]=[CH:23][CH:22]=[C:21]([C:25]([F:28])([F:27])[F:26])[CH:20]=2)C(=O)[NH:16][CH:15]=1.O.[OH-].[Na+], predict the reaction product. (2) Given the reactants [CH3:1][O:2][C:3]1[C:11]2[O:10][C:9]([CH3:13])([CH3:12])[CH2:8][C:7]=2[CH:6]=[C:5]([CH:14]=O)[CH:4]=1.[I-].[CH:17]([P+](C1C=CC=CC=1)(C1C=CC=CC=1)C1C=CC=CC=1)([CH3:19])[CH3:18].[H-].[Na+].[Cl-].[NH4+], predict the reaction product. The product is: [CH3:1][O:2][C:3]1[C:11]2[O:10][C:9]([CH3:12])([CH3:13])[CH2:8][C:7]=2[CH:6]=[C:5]([CH:14]=[C:17]([CH3:19])[CH3:18])[CH:4]=1. (3) Given the reactants [NH2:1][CH2:2][C@H:3]([OH:18])[CH2:4][N:5]1[CH2:10][CH2:9][N:8]([C:11]([O:13][C:14]([CH3:17])([CH3:16])[CH3:15])=[O:12])[CH2:7][CH2:6]1.C(N(CC)CC)C.[C:26](Cl)([O:28][CH2:29][C:30]1[CH:35]=[CH:34][CH:33]=[CH:32][CH:31]=1)=[O:27].C(=O)(O)[O-].[Na+], predict the reaction product. The product is: [CH2:29]([O:28][C:26]([NH:1][CH2:2][C@H:3]([OH:18])[CH2:4][N:5]1[CH2:10][CH2:9][N:8]([C:11]([O:13][C:14]([CH3:15])([CH3:17])[CH3:16])=[O:12])[CH2:7][CH2:6]1)=[O:27])[C:30]1[CH:35]=[CH:34][CH:33]=[CH:32][CH:31]=1. (4) Given the reactants Cl.Cl.[Cl:3][C:4]1[C:9]([O:10][CH3:11])=[CH:8][C:7]([N:12]2[CH2:17][CH2:16][NH:15][C@@H:14]([CH3:18])[CH2:13]2)=[C:6]([F:19])[CH:5]=1.[NH:20]1[CH:24]=[CH:23][N:22]=[C:21]1[C:25]1[C:33]2[C:28](=[N:29][CH:30]=[CH:31][CH:32]=2)[N:27]([CH2:34][C:35](O)=[O:36])[N:26]=1, predict the reaction product. The product is: [Cl:3][C:4]1[C:9]([O:10][CH3:11])=[CH:8][C:7]([N:12]2[CH2:17][CH2:16][N:15]([C:35](=[O:36])[CH2:34][N:27]3[C:28]4=[N:29][CH:30]=[CH:31][CH:32]=[C:33]4[C:25]([C:21]4[NH:20][CH:24]=[CH:23][N:22]=4)=[N:26]3)[C@@H:14]([CH3:18])[CH2:13]2)=[C:6]([F:19])[CH:5]=1. (5) The product is: [Cl:26][C:27]1[CH:28]=[C:29]([CH:33]=[CH:34][C:35]=1[S:36](=[O:47])(=[O:46])[NH:37][C:38]1[N:39]=[N:40][C:41]([Cl:45])=[CH:42][C:43]=1[OH:44])[C:30]([N:6]([CH2:7][CH3:2])[CH2:5][CH3:4])=[O:32]. Given the reactants Cl[C:2]1C(O)=[C:4](NS(C2C=C(C=CC=2)C(N(CC)CC)=O)(=O)=O)[CH:5]=[N:6][CH:7]=1.[Cl:26][C:27]1[CH:28]=[C:29]([CH:33]=[CH:34][C:35]=1[S:36](=[O:47])(=[O:46])[NH:37][C:38]1[N:39]=[N:40][C:41]([Cl:45])=[CH:42][C:43]=1[OH:44])[C:30]([OH:32])=O.ClC1C(O)=C(NS(C2C=C(C=CC=2)C(O)=O)(=O)=O)C=NC=1, predict the reaction product. (6) Given the reactants [ClH:1].[N:2]1([CH2:8][CH2:9][CH2:10][O:11][C:12]2[CH:20]=[CH:19][C:15]([C:16]([OH:18])=O)=[CH:14][CH:13]=2)[CH2:7][CH2:6][CH2:5][CH2:4][CH2:3]1.N=C=N.[NH:24]1[CH2:29][CH2:28][CH2:27][CH2:26][CH2:25]1, predict the reaction product. The product is: [ClH:1].[N:2]1([CH2:8][CH2:9][CH2:10][O:11][C:12]2[CH:13]=[CH:14][C:15]([C:16]([N:24]3[CH2:29][CH2:28][CH2:27][CH2:26][CH2:25]3)=[O:18])=[CH:19][CH:20]=2)[CH2:3][CH2:4][CH2:5][CH2:6][CH2:7]1.